From a dataset of NCI-60 drug combinations with 297,098 pairs across 59 cell lines. Regression. Given two drug SMILES strings and cell line genomic features, predict the synergy score measuring deviation from expected non-interaction effect. (1) Drug 1: C1=CC(=CC=C1CCC2=CNC3=C2C(=O)NC(=N3)N)C(=O)NC(CCC(=O)O)C(=O)O. Drug 2: CCC1=C2CN3C(=CC4=C(C3=O)COC(=O)C4(CC)O)C2=NC5=C1C=C(C=C5)O. Cell line: OVCAR-5. Synergy scores: CSS=23.5, Synergy_ZIP=-9.17, Synergy_Bliss=-3.48, Synergy_Loewe=-3.67, Synergy_HSA=-1.31. (2) Drug 1: CC1C(C(=O)NC(C(=O)N2CCCC2C(=O)N(CC(=O)N(C(C(=O)O1)C(C)C)C)C)C(C)C)NC(=O)C3=C4C(=C(C=C3)C)OC5=C(C(=O)C(=C(C5=N4)C(=O)NC6C(OC(=O)C(N(C(=O)CN(C(=O)C7CCCN7C(=O)C(NC6=O)C(C)C)C)C)C(C)C)C)N)C. Synergy scores: CSS=6.17, Synergy_ZIP=-5.71, Synergy_Bliss=-3.71, Synergy_Loewe=-25.7, Synergy_HSA=-4.77. Cell line: SN12C. Drug 2: COC1=C2C(=CC3=C1OC=C3)C=CC(=O)O2.